The task is: Predict the reactants needed to synthesize the given product.. This data is from Full USPTO retrosynthesis dataset with 1.9M reactions from patents (1976-2016). (1) Given the product [CH:21]([C:23]1[CH:28]=[C:27]([C:2]2[C:7]([O:8][CH2:9][O:10][CH3:11])=[CH:6][C:5]([O:12][CH2:13][O:14][CH3:15])=[CH:4][C:3]=2[CH2:16][C:17]([O:19][CH3:20])=[O:18])[CH:26]=[CH:25][CH:24]=1)=[O:22], predict the reactants needed to synthesize it. The reactants are: Br[C:2]1[C:7]([O:8][CH2:9][O:10][CH3:11])=[CH:6][C:5]([O:12][CH2:13][O:14][CH3:15])=[CH:4][C:3]=1[CH2:16][C:17]([O:19][CH3:20])=[O:18].[CH:21]([C:23]1[CH:24]=[C:25](B(O)O)[CH:26]=[CH:27][CH:28]=1)=[O:22].C(=O)([O-])[O-].[Cs+].[Cs+]. (2) Given the product [NH2:1][C:4]1[CH:5]=[C:6]2[C:10](=[CH:11][CH:12]=1)[NH:9][CH:8]=[C:7]2[C:13]1[CH2:18][CH2:17][N:16]([C:19]([O:21][C:22]([CH3:25])([CH3:24])[CH3:23])=[O:20])[CH2:15][CH:14]=1, predict the reactants needed to synthesize it. The reactants are: [N+:1]([C:4]1[CH:5]=[C:6]2[C:10](=[CH:11][CH:12]=1)[NH:9][CH:8]=[C:7]2[C:13]1[CH2:18][CH2:17][N:16]([C:19]([O:21][C:22]([CH3:25])([CH3:24])[CH3:23])=[O:20])[CH2:15][CH:14]=1)([O-])=O.[Cl-].[NH4+]. (3) Given the product [Cl:22][C:23]1[CH:24]=[C:25]([NH:29][C:30]2[O:19][C:18]([C:16]3[CH:15]=[CH:14][C:12]4[N:13]=[C:9]([C:3]5[C:4]([Cl:8])=[CH:5][CH:6]=[CH:7][C:2]=5[Cl:1])[NH:10][C:11]=4[CH:17]=3)=[N:20][N:21]=2)[CH:26]=[CH:27][CH:28]=1, predict the reactants needed to synthesize it. The reactants are: [Cl:1][C:2]1[CH:7]=[CH:6][CH:5]=[C:4]([Cl:8])[C:3]=1[C:9]1[NH:10][C:11]2[CH:17]=[C:16]([C:18]([NH:20][NH2:21])=[O:19])[CH:15]=[CH:14][C:12]=2[N:13]=1.[Cl:22][C:23]1[CH:24]=[C:25]([N:29]=[C:30]=S)[CH:26]=[CH:27][CH:28]=1.CCN=C=NCCCN(C)C.CCOC(C)=O.